Regression/Classification. Given a drug SMILES string, predict its toxicity properties. Task type varies by dataset: regression for continuous values (e.g., LD50, hERG inhibition percentage) or binary classification for toxic/non-toxic outcomes (e.g., AMES mutagenicity, cardiotoxicity, hepatotoxicity). Dataset: ames. From a dataset of Ames mutagenicity test results for genotoxicity prediction. (1) The molecule is Nc1cc2c(O)c(N=Nc3ccc(N=Nc4ccc(S(=O)(=O)O)cc4)c4ccc(S(=O)(=O)O)cc34)c(S(=O)(=O)O)cc2cc1S(=O)(=O)O. The result is 0 (non-mutagenic). (2) The compound is Nc1ccc2c(no[n+]2[O-])n1. The result is 1 (mutagenic). (3) The drug is O=C=S. The result is 1 (mutagenic). (4) The drug is CC(=O)C1=CCC2C3=CCC4=CC(O)C(O)CC4(C)C3CC(O)C12C. The result is 0 (non-mutagenic). (5) The molecule is Cn1c(N=[N+]=[N-])nc2ccccc21. The result is 1 (mutagenic).